From a dataset of NCI-60 drug combinations with 297,098 pairs across 59 cell lines. Regression. Given two drug SMILES strings and cell line genomic features, predict the synergy score measuring deviation from expected non-interaction effect. Drug 1: C1=NC2=C(N=C(N=C2N1C3C(C(C(O3)CO)O)O)F)N. Drug 2: CCC1(CC2CC(C3=C(CCN(C2)C1)C4=CC=CC=C4N3)(C5=C(C=C6C(=C5)C78CCN9C7C(C=CC9)(C(C(C8N6C)(C(=O)OC)O)OC(=O)C)CC)OC)C(=O)OC)O.OS(=O)(=O)O. Cell line: OVCAR-4. Synergy scores: CSS=2.75, Synergy_ZIP=-0.531, Synergy_Bliss=1.78, Synergy_Loewe=1.00, Synergy_HSA=0.532.